Dataset: Reaction yield outcomes from USPTO patents with 853,638 reactions. Task: Predict the reaction yield, written as a fraction of the theoretical maximum amount of product (1.0 means a 100% yield; for example, 0.34 means a 34% yield). (1) The reactants are Br[C:2]1[CH:3]=[CH:4][C:5]2[C:11]3[S:12][C:13]([C:15]([N:17]([C:19]4[CH:24]=[C:23]([C:25](=[O:31])[N:26]([CH2:28][CH2:29][OH:30])[CH3:27])[CH:22]=[CH:21][C:20]=4[Cl:32])[CH3:18])=[O:16])=[CH:14][C:10]=3[CH2:9][CH2:8][O:7][C:6]=2[CH:33]=1.CC1(C)C2[C:56](=C(P(C3C=CC=CC=3)C3C=CC=CC=3)C=CC=2)[O:55]C2C(P(C3C=CC=CC=3)C3C=CC=CC=3)=CC=CC1=2.[CH3:76][NH2:77].Cl.C([O-])([O-])=O.[Na+].[Na+]. The catalyst is C1(C)C=CC=CC=1.CC([O-])=O.CC([O-])=O.[Pd+2]. The product is [Cl:32][C:20]1[CH:21]=[CH:22][C:23]([C:25](=[O:31])[N:26]([CH2:28][CH2:29][OH:30])[CH3:27])=[CH:24][C:19]=1[N:17]([CH3:18])[C:15]([C:13]1[S:12][C:11]2[C:5]3[CH:4]=[CH:3][C:2]([C:56]([NH:77][CH3:76])=[O:55])=[CH:33][C:6]=3[O:7][CH2:8][CH2:9][C:10]=2[CH:14]=1)=[O:16]. The yield is 0.220. (2) The reactants are ClCCCO[C:6]1[CH:14]=[CH:13][C:12]2[N:11]3[CH2:15][CH2:16][NH:17][C:18](=[O:19])[C:10]3=[CH:9][C:8]=2[CH:7]=1.[CH3:20][C@H:21]1[NH:25][C@H:24]([CH3:26])[CH2:23][CH2:22]1. No catalyst specified. The product is [CH3:20][C@H:21]1[CH2:22][CH2:23][C@H:24]([CH3:26])[N:25]1[CH2:9][CH2:10][CH2:18][O:19][N:17]1[CH2:16][CH2:15][N:11]2[C:12]3[CH:13]=[CH:14][CH:6]=[CH:7][C:8]=3[CH:9]=[C:10]2[C:18]1=[O:19]. The yield is 0.0700. (3) The reactants are C([O:3][C:4]([C:6]1[CH:7]=[N:8][O:9][C:10]=1[C:11]1[CH:16]=[CH:15][CH:14]=[CH:13][C:12]=1[C:17]([F:20])([F:19])[F:18])=[O:5])C.Cl. The catalyst is C(O)(=O)C. The product is [F:19][C:17]([F:18])([F:20])[C:12]1[CH:13]=[CH:14][CH:15]=[CH:16][C:11]=1[C:10]1[O:9][N:8]=[CH:7][C:6]=1[C:4]([OH:5])=[O:3]. The yield is 0.580. (4) The yield is 0.930. The product is [N+:16]([C:13]1[CH:14]=[CH:15][C:10]([O:6][CH2:5][C:4]([F:8])([F:7])[F:3])=[N:11][CH:12]=1)([O-:18])=[O:17]. The catalyst is CN(C=O)C. The reactants are [H-].[Na+].[F:3][C:4]([F:8])([F:7])[CH2:5][OH:6].Cl[C:10]1[CH:15]=[CH:14][C:13]([N+:16]([O-:18])=[O:17])=[CH:12][N:11]=1. (5) The reactants are [CH2:1]([OH:4])[CH2:2][OH:3].[C:5]1([CH3:15])[CH:10]=[CH:9][C:8]([S:11](Cl)(=[O:13])=[O:12])=[CH:7][CH:6]=1.Cl. The catalyst is N1C=CC=CC=1. The product is [C:5]1([CH3:15])[CH:10]=[CH:9][C:8]([S:11]([CH:1]([OH:4])[CH:2]([OH:3])[S:11]([C:8]2[CH:9]=[CH:10][C:5]([CH3:15])=[CH:6][CH:7]=2)(=[O:13])=[O:12])(=[O:13])=[O:12])=[CH:7][CH:6]=1. The yield is 0.830. (6) The reactants are Br[C:2]1[CH:3]=[C:4]2[C:10](I)=[CH:9][N:8](S(C3C=CC(C)=CC=3)(=O)=O)[C:5]2=[N:6][CH:7]=1.[CH2:22]([C:24]1[CH:29]=[CH:28][CH:27]=[CH:26][C:25]=1B(O)O)[CH3:23].C(=O)([O-])[O-].[Na+].[Na+].[N:39]1[CH:44]=[CH:43][CH:42]=[C:41](B2OC(C)(C)C(C)(C)O2)[CH:40]=1. The yield is 0.610. The product is [CH2:22]([C:24]1[CH:29]=[CH:28][CH:27]=[CH:26][C:25]=1[C:10]1[C:4]2[C:5](=[N:6][CH:7]=[C:2]([C:41]3[CH:40]=[N:39][CH:44]=[CH:43][CH:42]=3)[CH:3]=2)[NH:8][CH:9]=1)[CH3:23]. The catalyst is O.CN(C=O)C.Cl[Pd-2](Cl)(P(C1C=CC=CC=1)(C1C=CC=CC=1)C1C=CC=CC=1)P(C1C=CC=CC=1)(C1C=CC=CC=1)C1C=CC=CC=1.C(#N)C. (7) The reactants are [C:1]([NH:4][NH:5][C:6]([C:8]1[C:12]([CH3:13])=[C:11]([NH2:14])[N:10]([C:15]2[CH:20]=[CH:19][CH:18]=[CH:17][CH:16]=2)[N:9]=1)=[O:7])(=O)[CH3:2].O=P(Cl)(Cl)Cl.CCOC(C)=O. The catalyst is C([O-])(O)=O.[Na+]. The product is [CH3:13][C:12]1[C:8]([C:6]2[O:7][C:1]([CH3:2])=[N:4][N:5]=2)=[N:9][N:10]([C:15]2[CH:20]=[CH:19][CH:18]=[CH:17][CH:16]=2)[C:11]=1[NH2:14]. The yield is 0.180. (8) The reactants are [O-]P([O-])([O-])=O.[K+].[K+].[K+].[CH2:9]([NH2:16])[C:10]1[CH:15]=[CH:14][CH:13]=[CH:12][CH:11]=1.I[C:18]1[CH:25]=[CH:24][CH:23]=[CH:22][C:19]=1[CH2:20][OH:21].C(O)CO. The catalyst is [Cu]I.CCCCCC.C(OCC)(=O)C.CC(O)C. The product is [CH2:9]([NH:16][C:18]1[CH:25]=[CH:24][CH:23]=[CH:22][C:19]=1[CH2:20][OH:21])[C:10]1[CH:15]=[CH:14][CH:13]=[CH:12][CH:11]=1. The yield is 0.950. (9) The reactants are [C:1]1([CH:7]=[CH:8][C:9]2[CH:28]=[CH:27][C:12]([CH2:13][NH:14][C:15]([C:17]3[CH:18]=[C:19]4[C:24](=[CH:25][CH:26]=3)[N:23]=[CH:22][CH:21]=[CH:20]4)=[O:16])=[CH:11][CH:10]=2)[CH:6]=[CH:5][CH:4]=[CH:3][CH:2]=1.N1C2C(=CC=CC=2)C=CC=1. The catalyst is O1CCCC1. The product is [CH:8](/[C:9]1[CH:28]=[CH:27][C:12]([CH2:13][NH:14][C:15]([C:17]2[CH:18]=[C:19]3[C:24](=[CH:25][CH:26]=2)[N:23]=[CH:22][CH:21]=[CH:20]3)=[O:16])=[CH:11][CH:10]=1)=[CH:7]/[C:1]1[CH:2]=[CH:3][CH:4]=[CH:5][CH:6]=1. The yield is 0.920. (10) The product is [NH2:1][C:4]1[CH:24]=[CH:23][C:7]([O:8][C:9]2[CH:22]=[CH:21][C:12]3[N:13]=[C:14]([NH:16][C:17](=[O:20])[O:18][CH3:19])[S:15][C:11]=3[CH:10]=2)=[CH:6][CH:5]=1. The reactants are [N+:1]([C:4]1[CH:24]=[CH:23][C:7]([O:8][C:9]2[CH:22]=[CH:21][C:12]3[N:13]=[C:14]([NH:16][C:17](=[O:20])[O:18][CH3:19])[S:15][C:11]=3[CH:10]=2)=[CH:6][CH:5]=1)([O-])=O.Cl[Sn]Cl. The yield is 0.440. The catalyst is CN(C=O)C.